Dataset: Full USPTO retrosynthesis dataset with 1.9M reactions from patents (1976-2016). Task: Predict the reactants needed to synthesize the given product. (1) Given the product [C:10]([C:14]1[CH:19]=[C:18]([C:20]([CH3:23])([CH3:22])[CH3:21])[CH:17]=[C:16]([CH2:27][N:5]([CH2:6][CH2:7][CH2:8][CH3:9])[CH2:1][CH2:2][CH2:3][CH3:4])[C:15]=1[OH:24])([CH3:13])([CH3:12])[CH3:11], predict the reactants needed to synthesize it. The reactants are: [CH2:1]([NH:5][CH2:6][CH2:7][CH2:8][CH3:9])[CH2:2][CH2:3][CH3:4].[C:10]([C:14]1[CH:19]=[C:18]([C:20]([CH3:23])([CH3:22])[CH3:21])[CH:17]=[CH:16][C:15]=1[OH:24])([CH3:13])([CH3:12])[CH3:11].C=O.[CH2:27](O)C.O. (2) Given the product [F:16][C:13]([F:14])([F:15])[C:11]1[CH:10]=[CH:9][C:3]2[C:4](=[O:6])[NH:20][CH:19]=[CH:1][C:2]=2[N:12]=1, predict the reactants needed to synthesize it. The reactants are: [CH3:1][C:2]1[N:12]=[C:11]([C:13]([F:16])([F:15])[F:14])[CH:10]=[CH:9][C:3]=1[C:4]([O:6]CC)=O.CO[CH:19](OC)[N:20](C)C. (3) Given the product [OH:8][C:9]1[C:68]([OH:69])=[C:67]([C:77]([OH:79])=[O:78])[CH:66]=[CH:65][C:10]=1[C:11]([NH:13][CH:14]([CH2:21][N:22]([CH2:23][CH2:24][NH:25][C:26]([C:28]1[CH:33]=[C:32]([CH3:34])[NH:31][C:30](=[O:35])[C:29]=1[OH:36])=[O:27])[CH2:44][CH2:45][NH:46][C:47]([C:49]1[CH:54]=[C:53]([CH3:55])[NH:52][C:51](=[O:56])[C:50]=1[OH:57])=[O:48])[CH2:15][CH2:16][CH2:17][C:18]([OH:20])=[O:19])=[O:12], predict the reactants needed to synthesize it. The reactants are: C([O:8][C:9]1[C:68]([O:69]CC2C=CC=CC=2)=[C:67]([C:77]([OH:79])=[O:78])[CH:66]=[CH:65][C:10]=1[C:11]([NH:13][CH:14]([CH2:21][N:22]([CH2:44][CH2:45][NH:46][C:47]([C:49]1[CH:54]=[C:53]([CH3:55])[NH:52][C:51](=[O:56])[C:50]=1[O:57]CC1C=CC=CC=1)=[O:48])[CH2:23][CH2:24][NH:25][C:26]([C:28]1[CH:33]=[C:32]([CH3:34])[NH:31][C:30](=[O:35])[C:29]=1[O:36]CC1C=CC=CC=1)=[O:27])[CH2:15][CH2:16][CH2:17][C:18]([OH:20])=[O:19])=[O:12])C1C=CC=CC=1.Cl. (4) Given the product [Cl:3][C:4]1[CH:5]=[N:6][CH:7]=[C:8]([CH:13]=1)[C:9]([NH:1][NH2:2])=[O:10], predict the reactants needed to synthesize it. The reactants are: [NH2:1][NH2:2].[Cl:3][C:4]1[CH:5]=[N:6][CH:7]=[C:8]([CH:13]=1)[C:9](OC)=[O:10]. (5) The reactants are: Cl[C:2]1[N:7]=[C:6]([NH:8][C@@H:9]2[CH2:14][CH2:13][CH2:12][CH2:11][C@@H:10]2[NH:15]C(=O)[O-])[CH:5]=[N:4][C:3]=1[C:19]#[N:20].[N:21]1[N:22]([C:26]2[CH:27]=[C:28]([CH:30]=[C:31]([N:33]3[N:37]=[CH:36][CH:35]=[N:34]3)[CH:32]=2)[NH2:29])[N:23]=[CH:24][CH:25]=1.C(=O)([O-])[O-:39].[Cs+].[Cs+].C1C=CC(P(C2C(C3C(P(C4C=CC=CC=4)C4C=CC=CC=4)=CC=C4C=3C=CC=C4)=C3C(C=CC=C3)=CC=2)C2C=CC=CC=2)=CC=1.OS(O)(=O)=O. Given the product [NH2:15][C@H:10]1[CH2:11][CH2:12][CH2:13][CH2:14][C@H:9]1[NH:8][C:6]1[N:7]=[C:2]([NH:29][C:28]2[CH:30]=[C:31]([N:33]3[N:34]=[CH:35][CH:36]=[N:37]3)[CH:32]=[C:26]([N:22]3[N:21]=[CH:25][CH:24]=[N:23]3)[CH:27]=2)[C:3]([C:19]([NH2:20])=[O:39])=[N:4][CH:5]=1, predict the reactants needed to synthesize it. (6) Given the product [ClH:25].[ClH:25].[CH3:1][O:2][C:3]1[C:4]([O:23][CH3:24])=[CH:5][C:6]2[CH2:7][CH:8]3[CH2:22][N:21]([CH2:26][S:27][CH3:28])[CH2:20][CH2:19][N:9]3[CH:10]([C:13]3[CH:18]=[CH:17][CH:16]=[CH:15][CH:14]=3)[C:11]=2[CH:12]=1, predict the reactants needed to synthesize it. The reactants are: [CH3:1][O:2][C:3]1[C:4]([O:23][CH3:24])=[CH:5][C:6]2[CH2:7][CH:8]3[CH2:22][NH:21][CH2:20][CH2:19][N:9]3[CH:10]([C:13]3[CH:18]=[CH:17][CH:16]=[CH:15][CH:14]=3)[C:11]=2[CH:12]=1.[Cl:25][CH2:26][S:27][CH3:28].C(N(CC)CC)C.